From a dataset of Full USPTO retrosynthesis dataset with 1.9M reactions from patents (1976-2016). Predict the reactants needed to synthesize the given product. (1) The reactants are: Br[C:2]1[CH:10]=[CH:9][C:5]([C:6]([OH:8])=[O:7])=[CH:4][C:3]=1[CH3:11].[C:12]1(B(O)O)[CH:17]=[CH:16][CH:15]=[CH:14][CH:13]=1. Given the product [CH3:11][C:3]1[CH:4]=[C:5]([CH:9]=[CH:10][C:2]=1[C:12]1[CH:17]=[CH:16][CH:15]=[CH:14][CH:13]=1)[C:6]([OH:8])=[O:7], predict the reactants needed to synthesize it. (2) Given the product [C:14]([O:1][C:2]1[CH:11]=[CH:10][C:9]2[C:4](=[CH:5][CH:6]=[CH:7][CH:8]=2)[C:3]=1[CH:12]=[O:13])(=[O:16])[CH3:15], predict the reactants needed to synthesize it. The reactants are: [OH:1][C:2]1[CH:11]=[CH:10][C:9]2[C:4](=[CH:5][CH:6]=[CH:7][CH:8]=2)[C:3]=1[CH:12]=[O:13].[C:14](OC(=O)C)(=[O:16])[CH3:15]. (3) Given the product [CH2:45]([N:16]1[CH:17]=[CH:18][C:13]([C@@:12]2([OH:20])[CH2:11][CH2:10][N:9]([C:21]([O:23][C:24]([CH3:26])([CH3:27])[CH3:25])=[O:22])[CH2:8][C@@H:7]2[C:5]([N:4]([CH:1]2[CH2:3][CH2:2]2)[CH2:28][C:29]2[CH:34]=[C:33]([CH2:35][CH2:36][CH2:37][O:38][CH3:39])[CH:32]=[C:31]([O:40][CH2:41][CH2:42][O:43][CH3:44])[CH:30]=2)=[O:6])=[CH:14][C:15]1=[O:19])[CH2:46][CH2:47][CH3:48], predict the reactants needed to synthesize it. The reactants are: [CH:1]1([N:4]([CH2:28][C:29]2[CH:34]=[C:33]([CH2:35][CH2:36][CH2:37][O:38][CH3:39])[CH:32]=[C:31]([O:40][CH2:41][CH2:42][O:43][CH3:44])[CH:30]=2)[C:5]([C@@H:7]2[C@@:12]([OH:20])([C:13]3[CH:18]=[CH:17][NH:16][C:15](=[O:19])[CH:14]=3)[CH2:11][CH2:10][N:9]([C:21]([O:23][C:24]([CH3:27])([CH3:26])[CH3:25])=[O:22])[CH2:8]2)=[O:6])[CH2:3][CH2:2]1.[CH2:45](I)[CH2:46][CH2:47][CH3:48].C([O-])([O-])=O.[Cs+].[Cs+]. (4) Given the product [C:2]([C:1]1[CH:7]=[C:8]([NH2:9])[N:16]([C:13]2[CH:14]=[CH:15][C:10]([CH3:18])=[CH:11][CH:12]=2)[N:17]=1)([CH3:5])([CH3:4])[CH3:3], predict the reactants needed to synthesize it. The reactants are: [C:1]([CH2:7][C:8]#[N:9])(=O)[C:2]([CH3:5])([CH3:4])[CH3:3].[C:10]1([CH3:18])[CH:15]=[CH:14][C:13]([NH:16][NH2:17])=[CH:12][CH:11]=1. (5) Given the product [CH2:23]([O:22][C@@H:5]([CH2:6][C:7]1[CH:8]=[CH:9][C:10]([O:13][CH2:14][C:15]2[S:16][C:17]([C:35]3[CH:34]=[CH:33][C:32]([C:29]4[N:28]=[C:27]([CH3:26])[O:31][N:30]=4)=[CH:37][CH:36]=3)=[CH:18][C:19]=2[CH3:20])=[CH:11][CH:12]=1)[C:4]([OH:3])=[O:25])[CH3:24], predict the reactants needed to synthesize it. The reactants are: C([O:3][C:4](=[O:25])[C@@H:5]([O:22][CH2:23][CH3:24])[CH2:6][C:7]1[CH:12]=[CH:11][C:10]([O:13][CH2:14][C:15]2[S:16][C:17](Br)=[CH:18][C:19]=2[CH3:20])=[CH:9][CH:8]=1)C.[CH3:26][C:27]1[O:31][N:30]=[C:29]([C:32]2[CH:37]=[CH:36][C:35](B3OC(C)(C)C(C)(C)O3)=[CH:34][CH:33]=2)[N:28]=1.